From a dataset of M1 muscarinic receptor agonist screen with 61,833 compounds. Binary Classification. Given a drug SMILES string, predict its activity (active/inactive) in a high-throughput screening assay against a specified biological target. The result is 0 (inactive). The compound is s1\c(=C\c2c(n(c(c2)C)c2ncccc2)C)c(=O)n2c3c(nc12)cccc3.